This data is from Catalyst prediction with 721,799 reactions and 888 catalyst types from USPTO. The task is: Predict which catalyst facilitates the given reaction. Reactant: [CH:1]([C:3]1[CH:4]=[CH:5][C:6]2[N:7]([C:9]([C:12]#[N:13])=[CH:10][N:11]=2)[CH:8]=1)=[CH2:2].C(N(CC)CC)C.Cl.[NH2:22][OH:23]. Product: [CH:1]([C:3]1[CH:4]=[CH:5][C:6]2[N:7]([C:9]([C:12](=[NH:13])[NH:22][OH:23])=[CH:10][N:11]=2)[CH:8]=1)=[CH2:2]. The catalyst class is: 14.